This data is from Full USPTO retrosynthesis dataset with 1.9M reactions from patents (1976-2016). The task is: Predict the reactants needed to synthesize the given product. Given the product [C:1]([N:4]1[CH2:8][CH2:7][C:6]2([C:16]3[C:11](=[CH:12][CH:13]=[C:14]([C:17]([OH:34])=[O:18])[CH:15]=3)[N:10]([C:19](=[O:20])[NH:21][C:22]3[S:23][C:24]([Cl:27])=[CH:25][N:26]=3)[CH2:9]2)[CH2:5]1)(=[O:3])[CH3:2], predict the reactants needed to synthesize it. The reactants are: [C:1]([N:4]1[CH2:8][CH2:7][C:6]2([C:16]3[C:11](=[CH:12][CH:13]=[C:14]([CH:17]=[O:18])[CH:15]=3)[N:10]([C:19]([NH:21][C:22]3[S:23][C:24]([Cl:27])=[CH:25][N:26]=3)=[O:20])[CH2:9]2)[CH2:5]1)(=[O:3])[CH3:2].CC(=CC)C.P([O-])(O)(O)=[O:34].[Na+].Cl([O-])=O.[Na+].[Cl-].[NH4+].